Predict which catalyst facilitates the given reaction. From a dataset of Catalyst prediction with 721,799 reactions and 888 catalyst types from USPTO. Reactant: [OH-].[Na+].C([O:5][C:6](=[O:22])[C:7]1[CH:12]=[C:11]([O:13][CH:14]([F:16])[F:15])[N:10]=[C:9]([NH:17][C@H:18]([CH2:20][CH3:21])[CH3:19])[CH:8]=1)C.Cl. Product: [C@@H:18]([NH:17][C:9]1[CH:8]=[C:7]([CH:12]=[C:11]([O:13][CH:14]([F:16])[F:15])[N:10]=1)[C:6]([OH:22])=[O:5])([CH2:20][CH3:21])[CH3:19]. The catalyst class is: 8.